From a dataset of Reaction yield outcomes from USPTO patents with 853,638 reactions. Predict the reaction yield, written as a fraction of the theoretical maximum amount of product (1.0 means a 100% yield; for example, 0.34 means a 34% yield). (1) The reactants are Cl[CH2:2][C:3]1[CH:4]=[C:5]([O:12][CH3:13])[C:6]2[O:10][CH2:9][O:8][C:7]=2[CH:11]=1.[C-:14]#[N:15].[Na+].O. The catalyst is CS(C)=O. The product is [CH3:13][O:12][C:5]1[C:6]2[O:10][CH2:9][O:8][C:7]=2[CH:11]=[C:3]([CH2:2][C:14]#[N:15])[CH:4]=1. The yield is 0.450. (2) The reactants are [CH3:1][C:2]1[C:3]([C:24]#[N:25])=[C:4]2[NH:17][C:16]([C:18]3[CH:23]=[CH:22][CH:21]=[CH:20][CH:19]=3)=[N:15][N:5]2[C:6](=O)[C:7]=1[C:8]1[CH:13]=[CH:12][CH:11]=[CH:10][CH:9]=1.P(Cl)(Cl)([Cl:28])=O. No catalyst specified. The product is [Cl:28][C:6]1[N:5]2[N:15]=[C:16]([C:18]3[CH:23]=[CH:22][CH:21]=[CH:20][CH:19]=3)[N:17]=[C:4]2[C:3]([C:24]#[N:25])=[C:2]([CH3:1])[C:7]=1[C:8]1[CH:13]=[CH:12][CH:11]=[CH:10][CH:9]=1. The yield is 0.950. (3) The reactants are Cl[C:2]1[CH:3]=[C:4]([C:14]([NH:16][CH2:17][C:18]2[C:19](=[O:26])[NH:20][C:21]([CH3:25])=[CH:22][C:23]=2[CH3:24])=[O:15])[C:5]2[CH:10]=[N:9][N:8]([CH:11]([CH3:13])[CH3:12])[C:6]=2[N:7]=1.[NH:27]1[CH2:32][CH2:31][CH:30]([NH2:33])[CH2:29][CH2:28]1. The catalyst is CCO. The product is [CH3:24][C:23]1[CH:22]=[C:21]([CH3:25])[NH:20][C:19](=[O:26])[C:18]=1[CH2:17][NH:16][C:14]([C:4]1[C:5]2[CH:10]=[N:9][N:8]([CH:11]([CH3:13])[CH3:12])[C:6]=2[N:7]=[C:2]([NH:33][CH:30]2[CH2:31][CH2:32][NH:27][CH2:28][CH2:29]2)[CH:3]=1)=[O:15]. The yield is 0.350. (4) The reactants are [F:1][C:2]1[CH:7]=[C:6]([I:8])[CH:5]=[CH:4][C:3]=1[NH:9][C:10](=O)[CH3:11].[N-:13]=[N+:14]=[N-:15].[Na+].FC(F)(F)S(OS(C(F)(F)F)(=O)=O)(=O)=O. The catalyst is C(#N)C. The product is [F:1][C:2]1[CH:7]=[C:6]([I:8])[CH:5]=[CH:4][C:3]=1[N:9]1[C:10]([CH3:11])=[N:15][N:14]=[N:13]1. The yield is 0.620. (5) The reactants are [NH3:1].ClC(Cl)C.[CH2:6]([O:8][C:9](=[O:18])[C:10](=[N+:16]=[N-:17])[C:11]([CH:13]1[CH2:15][CH2:14]1)=O)[CH3:7]. The catalyst is [Ti](Cl)(Cl)(Cl)Cl. The product is [CH2:6]([O:8][C:9]([C:10]1[C:11]([CH:13]2[CH2:15][CH2:14]2)=[N:1][NH:17][N:16]=1)=[O:18])[CH3:7]. The yield is 0.960. (6) The reactants are Cl.[C:2]([N:5]1[C:13]2[C:8](=[C:9]([CH3:19])[C:10]([CH2:15][C:16]([OH:18])=[O:17])=[C:11]([CH3:14])[CH:12]=2)[CH2:7][CH2:6]1)(=[O:4])[CH3:3].[CH2:20](O)[CH3:21]. No catalyst specified. The product is [C:2]([N:5]1[C:13]2[C:8](=[C:9]([CH3:19])[C:10]([CH2:15][C:16]([O:18][CH2:20][CH3:21])=[O:17])=[C:11]([CH3:14])[CH:12]=2)[CH2:7][CH2:6]1)(=[O:4])[CH3:3]. The yield is 0.870. (7) The reactants are C([O:8][C:9]1[CH:10]=[C:11]([N:15]2[C:19]([NH2:20])=[CH:18][C:17]([C:21]([CH3:42])([CH3:41])[CH2:22][O:23][Si:24]([C:37]([CH3:40])([CH3:39])[CH3:38])([C:31]3[CH:36]=[CH:35][CH:34]=[CH:33][CH:32]=3)[C:25]3[CH:30]=[CH:29][CH:28]=[CH:27][CH:26]=3)=[N:16]2)[CH:12]=[CH:13][CH:14]=1)C1C=CC=CC=1.O.C([O-])=O.[NH4+]. The catalyst is C(O)C.[Pd]. The product is [NH2:20][C:19]1[N:15]([C:11]2[CH:10]=[C:9]([OH:8])[CH:14]=[CH:13][CH:12]=2)[N:16]=[C:17]([C:21]([CH3:42])([CH3:41])[CH2:22][O:23][Si:24]([C:37]([CH3:40])([CH3:39])[CH3:38])([C:25]2[CH:30]=[CH:29][CH:28]=[CH:27][CH:26]=2)[C:31]2[CH:36]=[CH:35][CH:34]=[CH:33][CH:32]=2)[CH:18]=1. The yield is 0.410. (8) The reactants are CS([Cl:5])(=O)=O.O[CH2:7][CH2:8][CH2:9][C:10]1[N:11]=[N+:12]([O-:20])[C:13]2[CH:19]=[CH:18][CH:17]=[CH:16][C:14]=2[N:15]=1.C[CH2:22][N:23](CC)[CH2:24]C.CNC. The catalyst is C(Cl)Cl. The product is [ClH:5].[CH3:22][N:23]([CH3:24])[CH2:7][CH2:8][CH2:9][C:10]1[N:11]=[N+:12]([O-:20])[C:13]2[CH:19]=[CH:18][CH:17]=[CH:16][C:14]=2[N:15]=1. The yield is 0.800.